From a dataset of Forward reaction prediction with 1.9M reactions from USPTO patents (1976-2016). Predict the product of the given reaction. (1) Given the reactants [C:1]([O:5][C:6]([N:8]1[CH2:13][CH2:12][CH:11]([N:14]2[CH:18]=[C:17]([NH:19][C:20]3[N:25]=[C:24]([NH:26][C:27]4[CH:32]=[CH:31][C:30]([O:33][CH3:34])=[CH:29][CH:28]=4)[C:23]([N+:35]([O-])=O)=[CH:22][N:21]=3)[CH:16]=[N:15]2)[CH2:10][CH2:9]1)=[O:7])([CH3:4])([CH3:3])[CH3:2], predict the reaction product. The product is: [C:1]([O:5][C:6]([N:8]1[CH2:13][CH2:12][CH:11]([N:14]2[CH:18]=[C:17]([NH:19][C:20]3[N:25]=[C:24]([NH:26][C:27]4[CH:32]=[CH:31][C:30]([O:33][CH3:34])=[CH:29][CH:28]=4)[C:23]([NH2:35])=[CH:22][N:21]=3)[CH:16]=[N:15]2)[CH2:10][CH2:9]1)=[O:7])([CH3:4])([CH3:3])[CH3:2]. (2) Given the reactants [C:1]1([CH2:7][CH2:8][NH:9][C:10]2[CH:16]=[CH:15][C:14]([C:17]3[O:18][C:19]4[CH:25]=[CH:24][CH:23]=[CH:22][C:20]=4[N:21]=3)=[CH:13][C:11]=2[NH2:12])[CH:6]=[CH:5][CH:4]=[CH:3][CH:2]=1.CO[C:28](OC)(OC)[CH3:29], predict the reaction product. The product is: [O:18]1[C:19]2[CH:25]=[CH:24][CH:23]=[CH:22][C:20]=2[N:21]=[C:17]1[C:14]1[CH:15]=[CH:16][C:10]2[N:9]([CH2:8][CH2:7][C:1]3[CH:2]=[CH:3][CH:4]=[CH:5][CH:6]=3)[C:28]([CH3:29])=[N:12][C:11]=2[CH:13]=1. (3) Given the reactants [Br:1][C:2]1[CH:3]=[C:4]2[C:8](=[CH:9][CH:10]=1)[NH:7][C:6]([C:11]([N:13]1[CH2:18][CH2:17][CH:16]([NH:19][C:20]3[CH:25]=[CH:24][C:23]([CH2:26][CH2:27][NH:28][CH2:29][C@H:30]([OH:57])[CH2:31][O:32][C:33]4[CH:38]=[CH:37][C:36]([O:39][Si](C(C)(C)C)(C5C=CC=CC=5)C5C=CC=CC=5)=[CH:35][CH:34]=4)=[CH:22][CH:21]=3)[CH2:15][CH2:14]1)=[O:12])=[CH:5]2, predict the reaction product. The product is: [Br:1][C:2]1[CH:3]=[C:4]2[C:8](=[CH:9][CH:10]=1)[NH:7][C:6]([C:11]([N:13]1[CH2:14][CH2:15][CH:16]([NH:19][C:20]3[CH:21]=[CH:22][C:23]([CH2:26][CH2:27][NH:28][CH2:29][C@H:30]([OH:57])[CH2:31][O:32][C:33]4[CH:34]=[CH:35][C:36]([OH:39])=[CH:37][CH:38]=4)=[CH:24][CH:25]=3)[CH2:17][CH2:18]1)=[O:12])=[CH:5]2. (4) Given the reactants ClC1C=C(CS(NC2C(O)=CC(S(C(C)C)(=O)=O)=CN=2)(=O)=O)C=C(Cl)C=1.[Cl:27][C:28]1[CH:29]=[C:30]([CH2:35][S:36]([NH:39][C:40]2[C:45]([O:46]C)=[CH:44][C:43]([S:48]([CH2:51][CH2:52][CH3:53])(=[O:50])=[O:49])=[CH:42][N:41]=2)(=[O:38])=[O:37])[CH:31]=[C:32]([Cl:34])[CH:33]=1.ClC1C=C(CS(NC2C(OC)=CC(S(C(C)C)(=O)=O)=CN=2)(=O)=O)C=C(Cl)C=1, predict the reaction product. The product is: [Cl:27][C:28]1[CH:29]=[C:30]([CH2:35][S:36]([NH:39][C:40]2[C:45]([OH:46])=[CH:44][C:43]([S:48]([CH2:51][CH2:52][CH3:53])(=[O:50])=[O:49])=[CH:42][N:41]=2)(=[O:37])=[O:38])[CH:31]=[C:32]([Cl:34])[CH:33]=1.